This data is from HIV replication inhibition screening data with 41,000+ compounds from the AIDS Antiviral Screen. The task is: Binary Classification. Given a drug SMILES string, predict its activity (active/inactive) in a high-throughput screening assay against a specified biological target. The drug is CCCCCCc1ccc(C(=O)NO)cc1. The result is 0 (inactive).